From a dataset of Cav3 T-type calcium channel HTS with 100,875 compounds. Binary Classification. Given a drug SMILES string, predict its activity (active/inactive) in a high-throughput screening assay against a specified biological target. (1) The compound is S(c1n(nnn1)C1CCCCC1)Cc1onc(n1)c1ccc(cc1)C. The result is 1 (active). (2) The drug is O=C(Nc1cc2[nH]c(nc2cc1)c1ccncc1)C. The result is 0 (inactive). (3) The molecule is S(=O)(=O)(/N=S(\NC)c1ccc(cc1)C)c1ccccc1. The result is 0 (inactive). (4) The molecule is Clc1cc(CCN2C(CN3C(C4CCCCC4)CN=C23)CCCNC(=O)C2CCC2)ccc1Cl. The result is 0 (inactive).